Dataset: Peptide-MHC class I binding affinity with 185,985 pairs from IEDB/IMGT. Task: Regression. Given a peptide amino acid sequence and an MHC pseudo amino acid sequence, predict their binding affinity value. This is MHC class I binding data. (1) The peptide sequence is WQMFMKVTV. The MHC is HLA-B39:01 with pseudo-sequence HLA-B39:01. The binding affinity (normalized) is 0.449. (2) The peptide sequence is TPDNFSSLI. The MHC is HLA-B53:01 with pseudo-sequence HLA-B53:01. The binding affinity (normalized) is 0.453. (3) The peptide sequence is LLTQSNAGF. The MHC is HLA-B27:05 with pseudo-sequence HLA-B27:05. The binding affinity (normalized) is 0.0847. (4) The peptide sequence is LANETTQAL. The MHC is HLA-A26:01 with pseudo-sequence HLA-A26:01. The binding affinity (normalized) is 0.0847. (5) The peptide sequence is FPTSCHMF. The MHC is HLA-B35:03 with pseudo-sequence HLA-B35:03. The binding affinity (normalized) is 0.388. (6) The peptide sequence is KLVMAFIAFL. The MHC is HLA-A02:01 with pseudo-sequence HLA-A02:01. The binding affinity (normalized) is 0.689. (7) The peptide sequence is LLMLVTPSM. The MHC is HLA-B08:01 with pseudo-sequence HLA-B08:01. The binding affinity (normalized) is 0.354. (8) The peptide sequence is AVHVASGFIE. The MHC is Mamu-A2201 with pseudo-sequence Mamu-A2201. The binding affinity (normalized) is 0.0735.